From a dataset of Drug-target binding data from BindingDB using IC50 measurements. Regression. Given a target protein amino acid sequence and a drug SMILES string, predict the binding affinity score between them. We predict pIC50 (pIC50 = -log10(IC50 in M); higher means more potent). Dataset: bindingdb_ic50. (1) The drug is CN1CCN(CCCOc2ccc(N3C(=O)/C(=C/c4ccc(Oc5ccc([N+](=O)[O-])cc5)cc4)SC3=S)cc2)CC1. The target protein (O88351) has sequence MSWSPSLPTQTCGAWEMKERLGTGGFGNVIRWHNQATGEQIAIKQCRQELSPKNRNRWCLEIQIMRRLNHPNVVAARDVPEGMQNLAPNDLPLLAMEYCQGGDLRRYLNQFENCCGLREGAVLTLLSDIASALRYLHENRIIHRDLKPENIVLQQGEKRLIHKIIDLGYAKELDQGSLCTSFVGTLQYLAPELLEQQKYTVTVDYWSFGTLAFECITGFRPFLPNWQPVQWHSKVRQKSEVDIVVSEDLNGAVKFSSSLPFPNNLNSVLAERLEKWLQLMLMWHPRQRGTDPQYGPNGCFRALDDILNLKLVHVLNMVTGTVHTYPVTEDESLQSLKTRIQENTGILETDQELLQKAGLVLLPDKPATQCISDSKTNEGLTLDMDLVFLLDNSKINYETQITPRPPPESVSCILQEPKRNLSFFQLRKVWGQVWHSIQTLKEDCNRLQQGQRAAMMSLLRNNSCLSKMKNAMASTAQQLKAKLDFFKTSIQIDLEKYKEQ.... The pIC50 is 5.7. (2) The small molecule is Cc1nc(-c2nnc3n2CCN(C(=O)c2ccc(-c4cccs4)cc2)[C@H]3C)cs1. The target protein (P29371) has sequence MATLPAAETWIDGGGGVGADAVNLTASLAAGAATGAVETGWLQLLDQAGNLSSSPSALGLPVASPAPSQPWANLTNQFVQPSWRIALWSLAYGVVVAVAVLGNLIVIWIILAHKRMRTVTNYFLVNLAFSDASMAAFNTLVNFIYALHSEWYFGANYCRFQNFFPITAVFASIYSMTAIAVDRYMAIIDPLKPRLSATATKIVIGSIWILAFLLAFPQCLYSKTKVMPGRTLCFVQWPEGPKQHFTYHIIVIILVYCFPLLIMGITYTIVGITLWGGEIPGDTCDKYHEQLKAKRKVVKMMIIVVMTFAICWLPYHIYFILTAIYQQLNRWKYIQQVYLASFWLAMSSTMYNPIIYCCLNKRFRAGFKRAFRWCPFIKVSSYDELELKTTRFHPNRQSSMYTVTRMESMTVVFDPNDADTTRSSRKKRATPRDPSFNGCSRRNSKSASATSSFISSPYTSVDEYS. The pIC50 is 6.3. (3) The compound is Nc1nc(NCCCOc2ccc(O)cc2)c(N=O)c(=O)[nH]1. The target protein (P0AC13) has sequence MKLFAQGTSLDLSHPHVMGILNVTPDSFSDGGTHNSLIDAVKHANLMINAGATIIDVGGESTRPGAAEVSVEEELQRVIPVVEAIAQRFEVWISVDTSKPEVIRESAKVGAHIINDIRSLSEPGALEAAAETGLPVCLMHMQGNPKTMQEAPKYDDVFAEVNRYFIEQIARCEQAGIAKEKLLLDPGFGFGKNLSHNYSLLARLAEFHHFNLPLLVGMSRKSMIGQLLNVGPSERLSGSLACAVIAAMQGAHIIRVHDVKETVEAMRVVEATLSAKENKRYE. The pIC50 is 5.7. (4) The drug is CCCNC(=O)C(N)CC#CCN. The target protein sequence is MRLTNLLSLTTLVALAVAVPDFYQKREAVSSKEAALLRRDASAECVSNENVEIEAPKTNIWTSLAKEEVQEVLDLLHSTYNITEVTKADFFSNYVLWIETLKPNKTEALTYLDEDGDLPPRNARTVVYFGEGEEGYFEELKVGPLPVSDETTIEPLSFYNTNGKSKLPFEVGHLDRIKSAAKSSFLNKNLNTTIMRDVLEGLIGVPYEDMGCHSAAPQLHDPATGATVDYGTCNINTENDAENLVPTGFFFKFDMTGRDVSQWKMLEYIYNNKVYTSAEELYEAMQKDDFVTLPKIDVDNLDWTVIQRNDSAPIRHLDDRKSPRLVEPEGRRWAYDGEEEYFSWMDWGFYTSWSRDTGISFYDITFKGERIVYELSLQELIAEYGSDDPFNQHTFYSDISYGVGNRFSLVPGYDCPATAGYFTTDTFEYDEFYNRTLSYCVFENQEDYSLLRHTGASYSAITQNPTLNVRFISTIGNYDYNFLYKFFLDGTLEVSVRAAG.... The pIC50 is 2.3. (5) The small molecule is O=C(Nc1ccc(S(=O)(=O)Nc2ccccc2)cc1)c1cc(O)c(O)c(O)c1. The target protein (P04585) has sequence MGARASVLSGGELDRWEKIRLRPGGKKKYKLKHIVWASRELERFAVNPGLLETSEGCRQILGQLQPSLQTGSEELRSLYNTVATLYCVHQRIEIKDTKEALDKIEEEQNKSKKKAQQAAADTGHSNQVSQNYPIVQNIQGQMVHQAISPRTLNAWVKVVEEKAFSPEVIPMFSALSEGATPQDLNTMLNTVGGHQAAMQMLKETINEEAAEWDRVHPVHAGPIAPGQMREPRGSDIAGTTSTLQEQIGWMTNNPPIPVGEIYKRWIILGLNKIVRMYSPTSILDIRQGPKEPFRDYVDRFYKTLRAEQASQEVKNWMTETLLVQNANPDCKTILKALGPAATLEEMMTACQGVGGPGHKARVLAEAMSQVTNSATIMMQRGNFRNQRKIVKCFNCGKEGHTARNCRAPRKKGCWKCGKEGHQMKDCTERQANFLREDLAFLQGKAREFSSEQTRANSPTRRELQVWGRDNNSPSEAGADRQGTVSFNFPQVTLWQRPLVT.... The pIC50 is 5.2. (6) The small molecule is COc1ccc2nc(C(F)F)nn2c1-c1cc(C(F)(F)F)c2[nH]ncc2c1. The target protein (Q8WXS5) has sequence MESLKRWNEERGLWCEKGVQVLLTTVGAFAAFGLMTIAISTDYWLYTRALICNTTNLTAGGDDGTPHRGGGGASEKKDPGGLTHSGLWRICCLEGLKRGVCVKINHFPEDTDYDHDSAEYLLRVVRASSIFPILSAILLLLGGVCVAASRVYKSKRNIILGAGILFVAAGLSNIIGVIVYISANAGEPGPKRDEEKKNHYSYGWSFYFGGLSFILAEVIGVLAVNIYIERSREAHCQSRSDLLKAGGGAGGSGGSGPSAILRLPSYRFRYRRRSRSSSRSSEPSPSRDASPGGPGGPGFASTDISMYTLSRDPSKGSVAAGLAGAGGGGGGAVGAFGGAAGGAGGGGGGGGGAGAERDRGGASGFLTLHNAFPKEAGGGVTVTVTGPPAPPAPAPPAPSAPAPGTLAKEAAASNTNTLNRKTTPV. The pIC50 is 8.7. (7) The small molecule is NC(N)=Nc1ccc(I)cc1. The target protein (O15244) has sequence MPTTVDDVLEHGGEFHFFQKQMFFLLALLSATFAPIYVGIVFLGFTPDHRCRSPGVAELSLRCGWSPAEELNYTVPGPGPAGEASPRQCRRYEVDWNQSTFDCVDPLASLDTNRSRLPLGPCRDGWVYETPGSSIVTEFNLVCANSWMLDLFQSSVNVGFFIGSMSIGYIADRFGRKLCLLTTVLINAAAGVLMAISPTYTWMLIFRLIQGLVSKAGWLIGYILITEFVGRRYRRTVGIFYQVAYTVGLLVLAGVAYALPHWRWLQFTVSLPNFFFLLYYWCIPESPRWLISQNKNAEAMRIIKHIAKKNGKSLPASLQRLRLEEETGKKLNPSFLDLVRTPQIRKHTMILMYNWFTSSVLYQGLIMHMGLAGDNIYLDFFYSALVEFPAAFMIILTIDRIGRRYPWAASNMVAGAACLASVFIPGDLQWLKIIISCLGRMGITMAYEIVCLVNAELYPTFIRNLGVHICSSMCDIGGIITPFLVYRLTNIWLELPLMVF.... The pIC50 is 5.4. (8) The drug is Cc1ccc(C(=O)CCl)s1. The target is XTSFAESXKPVQQPSAFGS. The pIC50 is 4.0.